From a dataset of Forward reaction prediction with 1.9M reactions from USPTO patents (1976-2016). Predict the product of the given reaction. Given the reactants C([O:4][C:5]([C:7]1([C:46]([O:48]C(C)C)=[O:47])[CH2:45][C:9]2([CH:12]=[C:11]([C:13]3[C:14]([CH3:44])([CH3:43])[C@H:15]4[C@:28]([CH3:31])([CH2:29][CH:30]=3)[C@@H:27]3[C@:18]([CH3:42])([C@@:19]5([CH3:41])[C@H:24]([CH2:25][CH2:26]3)[C@H:23]3[C@H:32]([C:35]([CH3:37])=[CH2:36])[CH2:33][CH2:34][C@:22]3([C:38]([OH:40])=[O:39])[CH2:21][CH2:20]5)[CH2:17][CH2:16]4)[CH2:10]2)[CH2:8]1)=[O:6])(C)C.[OH-].[Na+].Cl, predict the reaction product. The product is: [C:38]([C@:22]12[CH2:34][CH2:33][C@@H:32]([C:35]([CH3:37])=[CH2:36])[C@@H:23]1[C@@H:24]1[C@@:19]([CH3:41])([CH2:20][CH2:21]2)[C@@:18]2([CH3:42])[C@@H:27]([C@:28]3([CH3:31])[C@@H:15]([CH2:16][CH2:17]2)[C:14]([CH3:44])([CH3:43])[C:13]([C:11]2[CH2:12][C:9]4([CH2:8][C:7]([C:5]([OH:6])=[O:4])([C:46]([OH:48])=[O:47])[CH2:45]4)[CH:10]=2)=[CH:30][CH2:29]3)[CH2:26][CH2:25]1)([OH:40])=[O:39].